This data is from Reaction yield outcomes from USPTO patents with 853,638 reactions. The task is: Predict the reaction yield, written as a fraction of the theoretical maximum amount of product (1.0 means a 100% yield; for example, 0.34 means a 34% yield). (1) The reactants are [C:1]([O:5][C:6]([N:8]1[CH2:13][CH2:12][C:11]([OH:15])([CH3:14])[CH2:10][CH2:9]1)=[O:7])([CH3:4])([CH3:3])[CH3:2].[H-].[Na+].[CH2:18](Br)[CH:19]=[CH2:20]. The catalyst is CN(C=O)C. The product is [CH2:20]([O:15][C:11]1([CH3:14])[CH2:12][CH2:13][N:8]([C:6]([O:5][C:1]([CH3:4])([CH3:2])[CH3:3])=[O:7])[CH2:9][CH2:10]1)[CH:19]=[CH2:18]. The yield is 0.610. (2) The reactants are [Cl:1][S:2]([C:5]1[CH:6]=[C:7]([CH:11]=[CH:12][CH:13]=1)[C:8](O)=[O:9])(=[O:4])=[O:3]. The catalyst is C1COCC1. The product is [OH:9][CH2:8][C:7]1[CH:6]=[C:5]([S:2]([Cl:1])(=[O:4])=[O:3])[CH:13]=[CH:12][CH:11]=1. The yield is 0.306. (3) The reactants are C([O-])(=[O:3])C.[NH4+].Cl[C:7]1[C:16]([C:17]#[N:18])=[C:15]([Cl:19])[C:14]2[C:9](=[CH:10][CH:11]=[CH:12][CH:13]=2)[N:8]=1. The catalyst is C(O)(=O)C. The product is [Cl:19][C:15]1[C:14]2[C:9](=[CH:10][CH:11]=[CH:12][CH:13]=2)[NH:8][C:7](=[O:3])[C:16]=1[C:17]#[N:18]. The yield is 0.940. (4) No catalyst specified. The yield is 0.310. The reactants are [NH:1]1[C:9]2[C:4](=[CH:5][C:6]([C:10]([OH:12])=O)=[CH:7][CH:8]=2)[CH:3]=[N:2]1.[NH:13]1[CH2:18][CH2:17][CH2:16][C@@H:15]2[C:19]3[CH:20]=[CH:21][CH:22]=[CH:23][C:24]=3[CH2:25][C@H:14]12.F[P-](F)(F)(F)(F)F.N1(OC(N(C)C)=[N+](C)C)C2N=CC=CC=2N=N1. The product is [N:13]1([C:10]([C:6]2[CH:5]=[C:4]3[C:9](=[CH:8][CH:7]=2)[NH:1][N:2]=[CH:3]3)=[O:12])[CH2:18][CH2:17][CH2:16][C@@H:15]2[C:19]3[CH:20]=[CH:21][CH:22]=[CH:23][C:24]=3[CH2:25][C@H:14]12. (5) The reactants are [CH:1]#[C:2][CH3:3].I[C:5]1[CH:6]=[N:7][CH:8]=[CH:9][C:10]=1[NH:11][C:12](=[O:18])[O:13][C:14]([CH3:17])([CH3:16])[CH3:15].C(N(CC)CC)C.C(OCC)(=O)C. The catalyst is CN(C)C=O.O.[Cu]I.C1C=CC(P(C2C=CC=CC=2)C2C=CC=CC=2)=CC=1.C1C=CC(P(C2C=CC=CC=2)C2C=CC=CC=2)=CC=1.Cl[Pd]Cl. The product is [C:1]([C:5]1[CH:6]=[N:7][CH:8]=[CH:9][C:10]=1[NH:11][C:12](=[O:18])[O:13][C:14]([CH3:17])([CH3:16])[CH3:15])#[C:2][CH3:3]. The yield is 1.06. (6) The reactants are Cl.Cl.[C:3]1([CH2:9][O:10][NH:11][CH:12]2[C:21]3[C:16](=[CH:17][CH:18]=[CH:19][CH:20]=3)[NH:15][NH:14][CH2:13]2)[CH:8]=[CH:7][CH:6]=[CH:5][CH:4]=1.C(N(CC)CC)C.[O:29]=[C:30](Cl)OC(Cl)(Cl)Cl.CN(C1C=CC=CN=1)C. The product is [C:3]1([CH2:9][O:10][N:11]2[CH:12]3[CH2:13][N:14]([NH:15][C:16]4[CH:17]=[CH:18][CH:19]=[CH:20][C:21]=43)[C:30]2=[O:29])[CH:4]=[CH:5][CH:6]=[CH:7][CH:8]=1. The yield is 0.680. The catalyst is C(#N)C. (7) The reactants are O=P12OP3(OP(OP(O3)(O1)=O)(=O)O2)=O.[CH2:15]([O:17][C:18](=[O:29])[CH2:19][NH:20][C:21](=O)[CH2:22][CH2:23][C:24]([O:26][CH3:27])=[O:25])[CH3:16]. The catalyst is C(#N)C.[Cl-].[Na+].O. The product is [CH2:15]([O:17][C:18]1[O:29][C:21]([CH2:22][CH2:23][C:24]([O:26][CH3:27])=[O:25])=[N:20][CH:19]=1)[CH3:16]. The yield is 0.380. (8) The reactants are Cl.Cl.[Cl:3][C:4]1[C:9]([Cl:10])=[C:8]([O:11][CH3:12])[CH:7]=[CH:6][C:5]=1[N:13]1[CH2:18][CH2:17][N:16]([CH2:19][CH2:20][C@H:21]2[CH2:26][CH2:25][C@H:24]([NH2:27])[CH2:23][CH2:22]2)[CH2:15][CH2:14]1.[CH2:28]([N:30]([CH2:33]C)CC)C.ClC(Cl)([O:38]C(=O)OC(Cl)(Cl)Cl)Cl.CN. The catalyst is ClCCl. The product is [Cl:3][C:4]1[C:9]([Cl:10])=[C:8]([O:11][CH3:12])[CH:7]=[CH:6][C:5]=1[N:13]1[CH2:18][CH2:17][N:16]([CH2:19][CH2:20][C@H:21]2[CH2:22][CH2:23][C@H:24]([NH:27][C:28]([NH:30][CH3:33])=[O:38])[CH2:25][CH2:26]2)[CH2:15][CH2:14]1. The yield is 0.650.